Dataset: Merck oncology drug combination screen with 23,052 pairs across 39 cell lines. Task: Regression. Given two drug SMILES strings and cell line genomic features, predict the synergy score measuring deviation from expected non-interaction effect. (1) Drug 1: O=C(CCCCCCC(=O)Nc1ccccc1)NO. Drug 2: COC1CC2CCC(C)C(O)(O2)C(=O)C(=O)N2CCCCC2C(=O)OC(C(C)CC2CCC(OP(C)(C)=O)C(OC)C2)CC(=O)C(C)C=C(C)C(O)C(OC)C(=O)C(C)CC(C)C=CC=CC=C1C. Cell line: CAOV3. Synergy scores: synergy=48.4. (2) Drug 1: CCC1=CC2CN(C1)Cc1c([nH]c3ccccc13)C(C(=O)OC)(c1cc3c(cc1OC)N(C)C1C(O)(C(=O)OC)C(OC(C)=O)C4(CC)C=CCN5CCC31C54)C2. Drug 2: C#Cc1cccc(Nc2ncnc3cc(OCCOC)c(OCCOC)cc23)c1. Cell line: CAOV3. Synergy scores: synergy=-23.5.